This data is from Peptide-MHC class I binding affinity with 185,985 pairs from IEDB/IMGT. The task is: Regression. Given a peptide amino acid sequence and an MHC pseudo amino acid sequence, predict their binding affinity value. This is MHC class I binding data. The peptide sequence is VEITPYKPTW. The MHC is HLA-A24:02 with pseudo-sequence HLA-A24:02. The binding affinity (normalized) is 0.125.